This data is from Catalyst prediction with 721,799 reactions and 888 catalyst types from USPTO. The task is: Predict which catalyst facilitates the given reaction. (1) The catalyst class is: 7. Reactant: [OH:1][C@H:2]([CH3:12])[CH2:3][NH:4][CH2:5][CH2:6][C:7]([O:9][CH2:10][CH3:11])=[O:8].C(N(CC)CC)C.[CH3:20][Si:21](Cl)([CH3:23])[CH3:22]. Product: [CH3:20][Si:21]([CH3:23])([CH3:22])[O:1][C@H:2]([CH3:12])[CH2:3][NH:4][CH2:5][CH2:6][C:7]([O:9][CH2:10][CH3:11])=[O:8]. (2) Reactant: [Cl:1][C:2]1[CH:9]=[CH:8]C(C#N)=[C:4]([F:10])[CH:3]=1.Cl.[NH2:12][OH:13].CC[N:16]([CH2:19][CH3:20])CC. Product: [Cl:1][C:2]1[CH:9]=[CH:8][C:20]([C:19](=[NH:16])[NH:12][OH:13])=[C:4]([F:10])[CH:3]=1. The catalyst class is: 5.